From a dataset of Reaction yield outcomes from USPTO patents with 853,638 reactions. Predict the reaction yield, written as a fraction of the theoretical maximum amount of product (1.0 means a 100% yield; for example, 0.34 means a 34% yield). The reactants are [Cl:1][C:2]1[C:7]([N:8]2[CH2:13][C@H:12]([CH3:14])[O:11][C@H:10]([CH3:15])[CH2:9]2)=[C:6]([CH2:16][OH:17])[N:5]=[C:4]2[C:18]([C:21]3[CH:26]=[CH:25][CH:24]=[CH:23][N:22]=3)=[N:19][O:20][C:3]=12. The catalyst is ClCCl.[Mn]. The product is [Cl:1][C:2]1[C:7]([N:8]2[CH2:13][C@H:12]([CH3:14])[O:11][C@H:10]([CH3:15])[CH2:9]2)=[C:6]([CH:16]=[O:17])[N:5]=[C:4]2[C:18]([C:21]3[CH:26]=[CH:25][CH:24]=[CH:23][N:22]=3)=[N:19][O:20][C:3]=12. The yield is 0.420.